This data is from Reaction yield outcomes from USPTO patents with 853,638 reactions. The task is: Predict the reaction yield, written as a fraction of the theoretical maximum amount of product (1.0 means a 100% yield; for example, 0.34 means a 34% yield). (1) The reactants are [C:1]([OH:8])(=[O:7])[CH2:2][CH2:3][C:4]([OH:6])=[O:5].[N:9]1[C:18]2[CH:17]=[C:16]3[CH2:19][CH2:20][NH:21][CH2:22][CH2:23][C:15]3=[CH:14][C:13]=2[N:12]=[CH:11][CH:10]=1. The catalyst is C(O)C. The product is [C:1]([O-:8])(=[O:7])[CH2:2][CH2:3][C:4]([O-:6])=[O:5].[N:9]1[C:18]2[CH:17]=[C:16]3[CH2:19][CH2:20][NH2+:21][CH2:22][CH2:23][C:15]3=[CH:14][C:13]=2[N:12]=[CH:11][CH:10]=1.[N:9]1[C:1]2[CH:15]=[C:16]3[CH2:19][CH2:20][NH2+:21][CH2:22][CH2:23][C:4]3=[CH:3][C:2]=2[N:12]=[CH:11][CH:10]=1. The yield is 0.953. (2) The reactants are Br[C:2]1[CH:7]=[C:6]([O:8][CH2:9][C:10]2[CH:15]=[CH:14][C:13]([O:16][CH3:17])=[CH:12][CH:11]=2)[CH:5]=[CH:4][C:3]=1[F:18].[B:19]1([B:19]2[O:23][C:22]([CH3:25])([CH3:24])[C:21]([CH3:27])([CH3:26])[O:20]2)[O:23][C:22]([CH3:25])([CH3:24])[C:21]([CH3:27])([CH3:26])[O:20]1.C([O-])(=O)C.[K+].C1(P(C2CCCCC2)C2CCCCC2)CCCCC1. The catalyst is C(COC)OC.CCOC(C)=O.C1C=CC(/C=C/C(/C=C/C2C=CC=CC=2)=O)=CC=1.C1C=CC(/C=C/C(/C=C/C2C=CC=CC=2)=O)=CC=1.C1C=CC(/C=C/C(/C=C/C2C=CC=CC=2)=O)=CC=1.[Pd].[Pd]. The product is [F:18][C:3]1[CH:4]=[CH:5][C:6]([O:8][CH2:9][C:10]2[CH:15]=[CH:14][C:13]([O:16][CH3:17])=[CH:12][CH:11]=2)=[CH:7][C:2]=1[B:19]1[O:23][C:22]([CH3:25])([CH3:24])[C:21]([CH3:27])([CH3:26])[O:20]1. The yield is 0.650. (3) The reactants are [I:1]I.[Cl:3][C:4]1[CH:12]=[CH:11][CH:10]=[C:9]2[C:5]=1[CH:6]=[N:7][NH:8]2.[OH-].[K+]. The catalyst is CN(C)C=O. The product is [Cl:3][C:4]1[CH:12]=[CH:11][CH:10]=[C:9]2[C:5]=1[C:6]([I:1])=[N:7][NH:8]2. The yield is 0.430.